The task is: Regression. Given two drug SMILES strings and cell line genomic features, predict the synergy score measuring deviation from expected non-interaction effect.. This data is from NCI-60 drug combinations with 297,098 pairs across 59 cell lines. (1) Drug 1: COC1=C(C=C2C(=C1)N=CN=C2NC3=CC(=C(C=C3)F)Cl)OCCCN4CCOCC4. Drug 2: CC12CCC3C(C1CCC2OP(=O)(O)O)CCC4=C3C=CC(=C4)OC(=O)N(CCCl)CCCl.[Na+]. Cell line: SK-MEL-2. Synergy scores: CSS=4.15, Synergy_ZIP=-7.75, Synergy_Bliss=-14.7, Synergy_Loewe=-11.5, Synergy_HSA=-11.4. (2) Drug 1: C1=CC(=CC=C1CC(C(=O)O)N)N(CCCl)CCCl.Cl. Drug 2: CC1C(C(CC(O1)OC2CC(CC3=C2C(=C4C(=C3O)C(=O)C5=CC=CC=C5C4=O)O)(C(=O)C)O)N)O. Cell line: HS 578T. Synergy scores: CSS=55.1, Synergy_ZIP=7.65, Synergy_Bliss=7.49, Synergy_Loewe=-18.6, Synergy_HSA=8.18. (3) Drug 1: CC12CCC3C(C1CCC2O)C(CC4=C3C=CC(=C4)O)CCCCCCCCCS(=O)CCCC(C(F)(F)F)(F)F. Drug 2: CCC1(C2=C(COC1=O)C(=O)N3CC4=CC5=C(C=CC(=C5CN(C)C)O)N=C4C3=C2)O.Cl. Cell line: SK-MEL-28. Synergy scores: CSS=9.36, Synergy_ZIP=-2.44, Synergy_Bliss=0.369, Synergy_Loewe=-15.4, Synergy_HSA=-3.33. (4) Drug 1: CC1=C(N=C(N=C1N)C(CC(=O)N)NCC(C(=O)N)N)C(=O)NC(C(C2=CN=CN2)OC3C(C(C(C(O3)CO)O)O)OC4C(C(C(C(O4)CO)O)OC(=O)N)O)C(=O)NC(C)C(C(C)C(=O)NC(C(C)O)C(=O)NCCC5=NC(=CS5)C6=NC(=CS6)C(=O)NCCC[S+](C)C)O. Drug 2: CN(CC1=CN=C2C(=N1)C(=NC(=N2)N)N)C3=CC=C(C=C3)C(=O)NC(CCC(=O)O)C(=O)O. Cell line: ACHN. Synergy scores: CSS=54.9, Synergy_ZIP=-3.81, Synergy_Bliss=-3.78, Synergy_Loewe=-0.432, Synergy_HSA=1.63. (5) Drug 1: C(CC(=O)O)C(=O)CN.Cl. Drug 2: C(CN)CNCCSP(=O)(O)O. Cell line: PC-3. Synergy scores: CSS=13.4, Synergy_ZIP=-1.20, Synergy_Bliss=6.81, Synergy_Loewe=0.0179, Synergy_HSA=4.10.